Dataset: Reaction yield outcomes from USPTO patents with 853,638 reactions. Task: Predict the reaction yield, written as a fraction of the theoretical maximum amount of product (1.0 means a 100% yield; for example, 0.34 means a 34% yield). (1) The yield is 0.780. The catalyst is B(F)(F)F.O(CC)CC. The reactants are C(O[CH:5]1[O:18][C@H:17]([CH2:19][O:20]C(=O)C)[C@@H:12]([O:13]C(=O)C)[C@H:7]([O:8]C(=O)C)[C@H:6]1[N:24]=[N+:25]=[N-:26])(=O)C.[CH3:27][C:28]1[CH:33]=[CH:32][C:31]([SH:34])=[CH:30][CH:29]=1.CO.CCN(CC)CC. The product is [N:24]([C@@H:6]1[C@@H:7]([OH:8])[C@H:12]([OH:13])[C@@H:17]([CH2:19][OH:20])[O:18][CH:5]1[S:34][C:31]1[CH:32]=[CH:33][C:28]([CH3:27])=[CH:29][CH:30]=1)=[N+:25]=[N-:26]. (2) The reactants are [CH2:1]([O:3][C:4]([C:6]1[O:7][C:8]2[C:13]([C:14](=[O:16])[CH:15]=1)=[CH:12][C:11]([O:17][CH3:18])=[CH:10][C:9]=2Br)=[O:5])[CH3:2].[CH2:20]([N:27]1[CH2:32][CH2:31][NH:30][CH2:29][CH2:28]1)[C:21]1[CH:26]=[CH:25][CH:24]=[CH:23][CH:22]=1. No catalyst specified. The product is [CH2:1]([O:3][C:4]([C:6]1[O:7][C:8]2[C:13]([C:14](=[O:16])[CH:15]=1)=[CH:12][C:11]([O:17][CH3:18])=[CH:10][C:9]=2[N:30]1[CH2:31][CH2:32][N:27]([CH2:20][C:21]2[CH:22]=[CH:23][CH:24]=[CH:25][CH:26]=2)[CH2:28][CH2:29]1)=[O:5])[CH3:2]. The yield is 0.700. (3) The reactants are [C:1](O)(=[O:7])[CH2:2][CH2:3][CH2:4][C:5]#[CH:6].C(N(CC)CC)C.CC(C)(C)C(Cl)=O.[Cl-].[Li+].[C:25]1([C@H:31]2[CH2:35][O:34][C:33](=[O:36])[NH:32]2)[CH:30]=[CH:29][CH:28]=[CH:27][CH:26]=1. The catalyst is O1CCCC1. The product is [C:1]([N:32]1[C@@H:31]([C:25]2[CH:26]=[CH:27][CH:28]=[CH:29][CH:30]=2)[CH2:35][O:34][C:33]1=[O:36])(=[O:7])[CH2:2][CH2:3][CH2:4][C:5]#[CH:6]. The yield is 0.854. (4) The reactants are C(OC([N:8]1[CH2:13][CH2:12][CH:11]([C:14]2[CH:19]=[CH:18][C:17]([NH:20][C:21]([C:23]3[N:24](COCC[Si](C)(C)C)[CH:25]=[C:26]([C:28]#[N:29])[N:27]=3)=[O:22])=[C:16]([C:38]3[CH2:43][CH2:42][C:41]([CH3:45])([CH3:44])[CH2:40][CH:39]=3)[N:15]=2)[CH2:10][CH2:9]1)=O)(C)(C)C.[C:46]([OH:52])([C:48]([F:51])([F:50])[F:49])=[O:47].CO. The catalyst is C(Cl)Cl.CO. The product is [F:49][C:48]([F:51])([F:50])[C:46]([OH:52])=[O:47].[CH3:44][C:41]1([CH3:45])[CH2:42][CH2:43][C:38]([C:16]2[N:15]=[C:14]([CH:11]3[CH2:12][CH2:13][NH:8][CH2:9][CH2:10]3)[CH:19]=[CH:18][C:17]=2[NH:20][C:21]([C:23]2[NH:24][CH:25]=[C:26]([C:28]#[N:29])[N:27]=2)=[O:22])=[CH:39][CH2:40]1. The yield is 0.970. (5) The reactants are [NH2:1][C:2]1[CH:3]=[N:4][C:5]([O:8][CH3:9])=[CH:6][CH:7]=1.N1C=CC=CC=1.[C:16]1([O:22][C:23](Cl)=[O:24])[CH:21]=[CH:20][CH:19]=[CH:18][CH:17]=1. The catalyst is C1COCC1. The product is [CH3:9][O:8][C:5]1[N:4]=[CH:3][C:2]([NH:1][C:23](=[O:24])[O:22][C:16]2[CH:21]=[CH:20][CH:19]=[CH:18][CH:17]=2)=[CH:7][CH:6]=1. The yield is 0.960.